This data is from Experimentally validated miRNA-target interactions with 360,000+ pairs, plus equal number of negative samples. The task is: Binary Classification. Given a miRNA mature sequence and a target amino acid sequence, predict their likelihood of interaction. The miRNA is hsa-miR-612 with sequence GCUGGGCAGGGCUUCUGAGCUCCUU. The protein sequence of the target gene is MVLGPEQKMSDDSVSGDHGESASLGNINPAYSNPSLSQSPGDSEEYFATYFNEKISIPEEEYSCFSFRKLWAFTGPGFLMSIAYLDPGNIESDLQSGAVAGFKLLWILLLATLVGLLLQRLAARLGVVTGLHLAEVCHRQYPKVPRVILWLMVELAIIGSDMQEVIGSAIAINLLSVGRIPLWGGVLITIADTFVFLFLDKYGLRKLEAFFGFLITIMALTFGYEYVTVKPSQSQVLKGMFVPSCSGCRTPQIEQAVGIVGAVIMPHNMYLHSALVKSRQVNRNNKQEVREANKYFFIES.... Result: 1 (interaction).